Task: Regression. Given a peptide amino acid sequence and an MHC pseudo amino acid sequence, predict their binding affinity value. This is MHC class II binding data.. Dataset: Peptide-MHC class II binding affinity with 134,281 pairs from IEDB (1) The peptide sequence is KEVSGVKGFTLGRDG. The MHC is DRB1_0301 with pseudo-sequence DRB1_0301. The binding affinity (normalized) is 0.314. (2) The peptide sequence is QFKRASPILRFLYAN. The MHC is DRB1_1101 with pseudo-sequence DRB1_1101. The binding affinity (normalized) is 0.664. (3) The peptide sequence is NAGFKAALAAAAGVP. The MHC is DRB1_1302 with pseudo-sequence DRB1_1302. The binding affinity (normalized) is 0.376. (4) The peptide sequence is PIVNRNGEVIGLYGN. The MHC is DRB3_0301 with pseudo-sequence DRB3_0301. The binding affinity (normalized) is 0.593. (5) The peptide sequence is DNEAYEMPSEEGYQD. The MHC is HLA-DQA10401-DQB10402 with pseudo-sequence HLA-DQA10401-DQB10402. The binding affinity (normalized) is 0.637. (6) The peptide sequence is GELQIVDKIDAYFKI. The MHC is DRB1_1302 with pseudo-sequence DRB1_1302. The binding affinity (normalized) is 0.607. (7) The peptide sequence is EKKYFAATQQEPLAA. The MHC is HLA-DQA10501-DQB10301 with pseudo-sequence HLA-DQA10501-DQB10301. The binding affinity (normalized) is 0.205. (8) The peptide sequence is AFKVAAIAANAAPAN. The MHC is HLA-DPA10103-DPB10301 with pseudo-sequence HLA-DPA10103-DPB10301. The binding affinity (normalized) is 0.874. (9) The peptide sequence is VHRGAVPRRGPRGGP. The MHC is HLA-DQA10501-DQB10201 with pseudo-sequence HLA-DQA10501-DQB10201. The binding affinity (normalized) is 0.232. (10) The peptide sequence is YVDRFYKTLRAEQASQEV. The MHC is DRB1_0802 with pseudo-sequence DRB1_0802. The binding affinity (normalized) is 0.810.